Dataset: Full USPTO retrosynthesis dataset with 1.9M reactions from patents (1976-2016). Task: Predict the reactants needed to synthesize the given product. (1) Given the product [CH:16]([C:15]1[CH:14]=[CH:13][C:12]([C:10]([O:9][CH3:8])=[O:11])=[CH:37][CH:36]=1)=[CH:38][CH2:39][CH2:40][CH3:41], predict the reactants needed to synthesize it. The reactants are: CC(C)([O-])C.[K+].[Br-].[CH3:8][O:9][C:10]([C:12]1[CH:37]=[CH:36][C:15]([CH2:16][P+](C2C=CC=CC=2)(C2C=CC=CC=2)C2C=CC=CC=2)=[CH:14][CH:13]=1)=[O:11].[CH:38](=O)[CH2:39][CH2:40][CH3:41]. (2) The reactants are: Cl[C:2]1[C:7]([C:8]#[N:9])=[C:6]([Cl:10])[N:5]=[C:4]([S:11][CH3:12])[N:3]=1.[NH2:13][C:14]1[CH:15]=[C:16]([CH:21]=[CH:22][C:23]=1[CH3:24])[C:17]([NH:19][CH3:20])=[O:18].CCN(C(C)C)C(C)C. Given the product [Cl:10][C:6]1[N:5]=[C:4]([S:11][CH3:12])[N:3]=[C:2]([NH:13][C:14]2[CH:15]=[C:16]([CH:21]=[CH:22][C:23]=2[CH3:24])[C:17]([NH:19][CH3:20])=[O:18])[C:7]=1[C:8]#[N:9], predict the reactants needed to synthesize it. (3) Given the product [C:26]([O:25][C:23]([NH:30][CH2:31][C:32]1[CH:37]=[CH:36][C:35]([C:2]2[C:3]3[CH2:16][CH2:15][N:14]([C:17]4[CH:22]=[CH:21][N:20]=[CH:19][CH:18]=4)[C:4]=3[N:5]=[C:6]([N:8]3[CH2:13][CH2:12][O:11][CH2:10][CH2:9]3)[N:7]=2)=[CH:34][CH:33]=1)=[O:24])([CH3:29])([CH3:27])[CH3:28], predict the reactants needed to synthesize it. The reactants are: Cl[C:2]1[C:3]2[CH2:16][CH2:15][N:14]([C:17]3[CH:22]=[CH:21][N:20]=[CH:19][CH:18]=3)[C:4]=2[N:5]=[C:6]([N:8]2[CH2:13][CH2:12][O:11][CH2:10][CH2:9]2)[N:7]=1.[C:23]([NH:30][CH2:31][C:32]1[CH:37]=[CH:36][C:35](B(O)O)=[CH:34][CH:33]=1)([O:25][C:26]([CH3:29])([CH3:28])[CH3:27])=[O:24].B(O)O. (4) Given the product [N:1]1([C:6]([C:8]2[N:16]=[CH:15][C:14]3[NH:13][C:12]4[N:17]=[CH:18][C:19]([C:9]5[CH:10]=[CH:14][C:22]([N:24]6[CH2:4][CH2:5][N:1]([CH3:6])[CH2:2][CH2:3]6)=[CH:23][CH:8]=5)=[CH:20][C:11]=4[C:10]=3[CH:9]=2)=[O:7])[CH2:5][CH2:4][CH2:3][CH2:2]1, predict the reactants needed to synthesize it. The reactants are: [N:1]1([C:6]([C:8]2[N:16]=[CH:15][C:14]3[NH:13][C:12]4[N:17]=[CH:18][C:19](Br)=[CH:20][C:11]=4[C:10]=3[CH:9]=2)=[O:7])[CH2:5][CH2:4][CH2:3][CH2:2]1.[C:22](#[N:24])[CH3:23]. (5) The reactants are: [Si]([O:8][CH2:9][CH2:10][N:11]1[CH2:15][CH2:14][C@H:13]([NH:16]C(=O)OC(C)(C)C)[C:12]1=[O:24])(C(C)(C)C)(C)C.O1CCOCC1.[ClH:31]. Given the product [ClH:31].[NH2:16][C@H:13]1[CH2:14][CH2:15][N:11]([CH2:10][CH2:9][OH:8])[C:12]1=[O:24], predict the reactants needed to synthesize it. (6) Given the product [CH2:1]([C:4]1[CH:5]=[C:6]([C:11]2[CH:16]=[CH:15][C:14]([O:17][CH3:18])=[CH:13][C:12]=2[CH2:19][CH2:20][CH3:21])[CH:7]=[CH:8][C:9]=1[O:10][S:23]([CH3:22])(=[O:25])=[O:24])[CH:2]=[CH2:3], predict the reactants needed to synthesize it. The reactants are: [CH2:1]([C:4]1[CH:5]=[C:6]([C:11]2[CH:16]=[CH:15][C:14]([O:17][CH3:18])=[CH:13][C:12]=2[CH2:19][CH2:20][CH3:21])[CH:7]=[CH:8][C:9]=1[OH:10])[CH:2]=[CH2:3].[CH3:22][S:23](Cl)(=[O:25])=[O:24].